This data is from Full USPTO retrosynthesis dataset with 1.9M reactions from patents (1976-2016). The task is: Predict the reactants needed to synthesize the given product. (1) Given the product [NH2:8][C:7]1[CH:6]=[CH:5][C:4]([N:11]([C:16]2[C:35]([CH:36]3[CH2:38][CH2:37]3)=[CH:34][C:19]3[C:20]([C:30]([NH:32][CH3:33])=[O:31])=[C:21]([C:23]4[CH:24]=[CH:25][C:26]([F:29])=[CH:27][CH:28]=4)[O:22][C:18]=3[CH:17]=2)[S:12]([CH3:15])(=[O:14])=[O:13])=[CH:3][C:2]=1[Cl:1], predict the reactants needed to synthesize it. The reactants are: [Cl:1][C:2]1[CH:3]=[C:4]([N:11]([C:16]2[C:35]([CH:36]3[CH2:38][CH2:37]3)=[CH:34][C:19]3[C:20]([C:30]([NH:32][CH3:33])=[O:31])=[C:21]([C:23]4[CH:28]=[CH:27][C:26]([F:29])=[CH:25][CH:24]=4)[O:22][C:18]=3[CH:17]=2)[S:12]([CH3:15])(=[O:14])=[O:13])[CH:5]=[CH:6][C:7]=1[N+:8]([O-])=O. (2) Given the product [Cl:21][C:16]1[CH:17]=[CH:18][CH:19]=[CH:20][C:15]=1[N:8]1[CH2:7][CH2:6][C:5]2[C:10](=[CH:11][CH:12]=[C:3]([O:2][CH3:1])[CH:4]=2)[C:9]1=[O:13], predict the reactants needed to synthesize it. The reactants are: [CH3:1][O:2][C:3]1[CH:4]=[C:5]2[C:10](=[CH:11][CH:12]=1)[C:9](=[O:13])[NH:8][CH2:7][CH2:6]2.Br[C:15]1[CH:20]=[CH:19][CH:18]=[CH:17][C:16]=1[Cl:21].C(=O)([O-])[O-].[K+].[K+].[OH-].[Na+]. (3) Given the product [CH3:48][S:49][C:50]1[N:55]=[C:54]([C:56]2[CH:61]=[CH:60][CH:59]=[CH:58][CH:57]=2)[C:53]2[CH:62]=[CH:16][C:17](=[O:18])[N:64]([C:65]3[CH:70]=[CH:69][CH:68]=[CH:67][CH:66]=3)[C:52]=2[N:51]=1, predict the reactants needed to synthesize it. The reactants are: C1[O:18][CH2:17][CH2:16]OCCOCCOCCOCCOC1.FC(F)(F)COP(CC(OC)=O)(=O)OCC(F)(F)F.C[Si]([N-][Si](C)(C)C)(C)C.[K+].[CH3:48][S:49][C:50]1[N:55]=[C:54]([C:56]2[CH:61]=[CH:60][CH:59]=[CH:58][CH:57]=2)[C:53]([CH:62]=O)=[C:52]([NH:64][C:65]2[CH:70]=[CH:69][CH:68]=[CH:67][CH:66]=2)[N:51]=1.[NH4+].[Cl-]. (4) Given the product [C:32]([O:31][C:29](=[O:30])[NH:28][CH2:27][C@@H:11]([NH2:10])[CH2:12][N:13]1[CH2:14][CH2:15][CH:16]([O:19][C:20]2[CH:25]=[CH:24][C:23]([F:26])=[CH:22][CH:21]=2)[CH2:17][CH2:18]1)([CH3:35])([CH3:33])[CH3:34], predict the reactants needed to synthesize it. The reactants are: C(OC(=O)[NH:10][C@H:11]([CH2:27][NH:28][C:29]([O:31][C:32]([CH3:35])([CH3:34])[CH3:33])=[O:30])[CH2:12][N:13]1[CH2:18][CH2:17][CH:16]([O:19][C:20]2[CH:25]=[CH:24][C:23]([F:26])=[CH:22][CH:21]=2)[CH2:15][CH2:14]1)C1C=CC=CC=1.C([O-])=O.[NH4+]. (5) Given the product [C:24]([C@H:21]1[CH2:22][CH2:23][C@H:18]([O:12][C:8]2[CH:7]=[CH:6][CH:5]=[C:4]3[C:9]=2[CH:10]=[CH:11][C:2]([NH2:1])=[CH:3]3)[CH2:19][CH2:20]1)([CH3:27])([CH3:26])[CH3:25], predict the reactants needed to synthesize it. The reactants are: [NH2:1][C:2]1[CH:3]=[C:4]2[C:9](=[CH:10][CH:11]=1)[C:8]([OH:12])=[CH:7][CH:6]=[CH:5]2.CS(O[C@H:18]1[CH2:23][CH2:22][C@@H:21]([C:24]([CH3:27])([CH3:26])[CH3:25])[CH2:20][CH2:19]1)(=O)=O.[OH-].[Na+]. (6) The reactants are: [F:1][C:2]1[CH:27]=[CH:26][C:5]2[N:6]=[C:7]([NH:9][C:10]3([C:22]([O:24]C)=[O:23])[CH:15]=[CH:14][C:13]([C:16]4[CH:21]=[CH:20][CH:19]=[CH:18][CH:17]=4)=[CH:12][CH2:11]3)[S:8][C:4]=2[CH:3]=1.CO.O.[OH-].[Na+]. Given the product [F:1][C:2]1[CH:27]=[CH:26][C:5]2[N:6]=[C:7]([NH:9][C:10]3([C:22]([OH:24])=[O:23])[CH:11]=[CH:12][C:13]([C:16]4[CH:17]=[CH:18][CH:19]=[CH:20][CH:21]=4)=[CH:14][CH2:15]3)[S:8][C:4]=2[CH:3]=1, predict the reactants needed to synthesize it.